Dataset: Forward reaction prediction with 1.9M reactions from USPTO patents (1976-2016). Task: Predict the product of the given reaction. (1) Given the reactants [C:1]([NH:5][C:6]1[CH:7]=[C:8]([CH:33]=[CH:34][CH:35]=1)[C:9]([NH:11][C:12]1[CH:17]=[C:16]([C:18]2[NH:26][C:25]3[C:24]4([CH2:31][CH2:30][CH2:29][NH:28][CH2:27]4)[CH2:23][NH:22][C:21](=[O:32])[C:20]=3[CH:19]=2)[CH:15]=[CH:14][N:13]=1)=[O:10])(=[O:4])[CH:2]=[CH2:3].[N+](C1C=C(C=C([C:48]([F:51])([F:50])[F:49])C=1)C(N)=O)([O-])=O, predict the reaction product. The product is: [C:1]([NH:5][C:6]1[CH:7]=[C:8]([CH:33]=[C:34]([C:48]([F:51])([F:50])[F:49])[CH:35]=1)[C:9]([NH:11][C:12]1[CH:17]=[C:16]([C:18]2[NH:26][C:25]3[C:24]4([CH2:31][CH2:30][CH2:29][NH:28][CH2:27]4)[CH2:23][NH:22][C:21](=[O:32])[C:20]=3[CH:19]=2)[CH:15]=[CH:14][N:13]=1)=[O:10])(=[O:4])[CH:2]=[CH2:3]. (2) Given the reactants S(O)(O)(=O)=O.[NH2:6][C:7]1[CH:8]=[C:9]([B:13]([OH:15])[OH:14])[CH:10]=[CH:11][CH:12]=1.[NH2:6][C:7]1[CH:8]=[C:9]([B:13]([OH:15])[OH:14])[CH:10]=[CH:11][CH:12]=1.C(N(CC)CC)C.Cl[C:34]([O:36][CH2:37][CH3:38])=[O:35], predict the reaction product. The product is: [CH2:37]([O:36][C:34]([NH:6][C:7]1[CH:8]=[C:9]([B:13]([OH:15])[OH:14])[CH:10]=[CH:11][CH:12]=1)=[O:35])[CH3:38]. (3) Given the reactants Cl[C:2]1[N:7]=[C:6]([NH:8][C@H:9]([C:11]2[CH:16]=[CH:15][C:14]([F:17])=[CH:13][N:12]=2)[CH3:10])[CH:5]=[CH:4][N:3]=1.[CH3:18][O:19][C:20]1[C:25]([NH2:26])=[CH:24][CH:23]=[CH:22][N:21]=1.C(=O)([O-])[O-].[Cs+].[Cs+].CC1(C)C2C=CC=C(P(C3C=CC=CC=3)C3C=CC=CC=3)C=2OC2C1=CC=CC=2P(C1C=CC=CC=1)C1C=CC=CC=1, predict the reaction product. The product is: [F:17][C:14]1[CH:15]=[CH:16][C:11]([C@@H:9]([NH:8][C:6]2[CH:5]=[CH:4][N:3]=[C:2]([NH:26][C:25]3[C:20]([O:19][CH3:18])=[N:21][CH:22]=[CH:23][CH:24]=3)[N:7]=2)[CH3:10])=[N:12][CH:13]=1.